This data is from TCR-epitope binding with 47,182 pairs between 192 epitopes and 23,139 TCRs. The task is: Binary Classification. Given a T-cell receptor sequence (or CDR3 region) and an epitope sequence, predict whether binding occurs between them. (1) The epitope is ALLADKFPV. The TCR CDR3 sequence is CATRGHTGELFF. Result: 0 (the TCR does not bind to the epitope). (2) The epitope is ELAGIGILTV. The TCR CDR3 sequence is CATRRGTEAFF. Result: 1 (the TCR binds to the epitope). (3) The epitope is KLPDDFTGCV. The TCR CDR3 sequence is CASSGGSQVYMNTEAFF. Result: 1 (the TCR binds to the epitope). (4) The epitope is DATYQRTRALVR. The TCR CDR3 sequence is CSGETGNTEAFF. Result: 1 (the TCR binds to the epitope). (5) The epitope is FVDGVPFVV. The TCR CDR3 sequence is CASSQEQAGGEQFF. Result: 1 (the TCR binds to the epitope). (6) Result: 1 (the TCR binds to the epitope). The epitope is TTLPVNVAF. The TCR CDR3 sequence is CASSQDSASGIMNEQFF.